From a dataset of CYP2C9 inhibition data for predicting drug metabolism from PubChem BioAssay. Regression/Classification. Given a drug SMILES string, predict its absorption, distribution, metabolism, or excretion properties. Task type varies by dataset: regression for continuous measurements (e.g., permeability, clearance, half-life) or binary classification for categorical outcomes (e.g., BBB penetration, CYP inhibition). Dataset: cyp2c9_veith. (1) The compound is Cc1cc(NC(=O)CSc2nc3ccccc3c(=O)n2CCCC(=O)NCc2ccco2)n[nH]1. The result is 1 (inhibitor). (2) The molecule is COc1ccc(CCNC(=O)Cc2cc(OC)c(OC)cc2[N+](=O)[O-])cc1OC. The result is 0 (non-inhibitor). (3) The molecule is Cc1nonc1NC(=O)Nc1cccnc1. The result is 0 (non-inhibitor). (4) The molecule is N#Cc1cc2nc([O-])c([O-])nc2cc1[N+](=O)[O-]. The result is 0 (non-inhibitor). (5) The drug is Cc1noc(C)c1C(=O)N1CCC[C@@]2(CCN(C(=O)Nc3ccccc3)C2)C1. The result is 0 (non-inhibitor). (6) The compound is COCCCNC(=O)c1ccc2c(=O)n(CC3CCCO3)c(=S)[nH]c2c1. The result is 0 (non-inhibitor). (7) The compound is C/C(=N/S(=O)(=O)c1ccc(Cl)c(Cl)c1)OCC(C)(C)C. The result is 0 (non-inhibitor).